Dataset: Full USPTO retrosynthesis dataset with 1.9M reactions from patents (1976-2016). Task: Predict the reactants needed to synthesize the given product. (1) Given the product [I:14][C:11]1[CH:12]=[CH:13][C:8]([C:5]2[O:4][C:3]([CH2:2][N:17]3[CH2:21][CH2:20][CH2:19][CH2:18]3)=[N:7][N:6]=2)=[CH:9][CH:10]=1, predict the reactants needed to synthesize it. The reactants are: Cl[CH2:2][C:3]1[O:4][C:5]([C:8]2[CH:13]=[CH:12][C:11]([I:14])=[CH:10][CH:9]=2)=[N:6][N:7]=1.[I-].[K+].[NH:17]1[CH2:21][CH2:20][CH2:19][CH2:18]1. (2) Given the product [C:24]([O:23][C:21]([N:20]1[C:19]2[CH:28]=[CH:29][CH:30]=[CH:31][C:18]=2[N:17]([C:2]2[N:7]=[C:6]([Cl:8])[N:5]=[CH:4][N:3]=2)[C:16]1=[O:15])=[O:22])([CH3:27])([CH3:25])[CH3:26], predict the reactants needed to synthesize it. The reactants are: Cl[C:2]1[N:7]=[C:6]([Cl:8])[N:5]=[CH:4][N:3]=1.C([O-])([O-])=O.[K+].[K+].[O:15]=[C:16]1[N:20]([C:21]([O:23][C:24]([CH3:27])([CH3:26])[CH3:25])=[O:22])[C:19]2[CH:28]=[CH:29][CH:30]=[CH:31][C:18]=2[NH:17]1. (3) Given the product [Cl:31][C:4]1[CH:5]=[C:6]2[C:10](=[C:2]([NH:1][CH:33]3[CH2:38][CH2:37][NH:36][CH2:35][CH2:34]3)[CH:3]=1)[NH:9][C:8]([C:11]([NH2:13])=[O:12])=[C:7]2[S:14]([N:17]1[CH2:22][CH2:21][O:20][C@H:19]([CH2:23][O:24][C:25]2[CH:26]=[CH:27][CH:28]=[CH:29][CH:30]=2)[CH2:18]1)(=[O:16])=[O:15], predict the reactants needed to synthesize it. The reactants are: [NH2:1][C:2]1[CH:3]=[C:4]([Cl:31])[CH:5]=[C:6]2[C:10]=1[NH:9][C:8]([C:11]([NH2:13])=[O:12])=[C:7]2[S:14]([N:17]1[CH2:22][CH2:21][O:20][C@H:19]([CH2:23][O:24][C:25]2[CH:30]=[CH:29][CH:28]=[CH:27][CH:26]=2)[CH2:18]1)(=[O:16])=[O:15].O=[C:33]1[CH2:38][CH2:37][N:36](C(OC(C)(C)C)=O)[CH2:35][CH2:34]1. (4) Given the product [CH2:24]=[C:23]1[CH2:22][CH2:21][C:20]2[C:4](=[CH:26][CH:28]=[CH:18][CH:19]=2)[C:5]1=[O:7], predict the reactants needed to synthesize it. The reactants are: C=O.F[C:4](F)(F)[C:5]([O-:7])=O.C[NH2+]C1C=CC=CC=1.[CH2:18]1[CH2:28][C:26](=O)C2[C:20](=[CH:21][CH:22]=[CH:23][CH:24]=2)[CH2:19]1.C(OCC)C.